This data is from Full USPTO retrosynthesis dataset with 1.9M reactions from patents (1976-2016). The task is: Predict the reactants needed to synthesize the given product. The reactants are: [Cl:1][C:2]1[CH:3]=[N:4][C:5]2[N:6]([N:8]=[C:9]([C:11]([OH:13])=O)[CH:10]=2)[CH:7]=1.[C:14]1([CH3:26])[CH:19]=[CH:18][C:17]([C:20]2[CH2:21][CH2:22][NH:23][CH2:24][CH:25]=2)=[CH:16][CH:15]=1. Given the product [Cl:1][C:2]1[CH:3]=[N:4][C:5]2[N:6]([N:8]=[C:9]([C:11]([N:23]3[CH2:22][CH:21]=[C:20]([C:17]4[CH:16]=[CH:15][C:14]([CH3:26])=[CH:19][CH:18]=4)[CH2:25][CH2:24]3)=[O:13])[CH:10]=2)[CH:7]=1, predict the reactants needed to synthesize it.